The task is: Predict the product of the given reaction.. This data is from Forward reaction prediction with 1.9M reactions from USPTO patents (1976-2016). (1) Given the reactants [NH2:1][C:2]1[S:3][CH:4]=[C:5]([CH2:7][C:8]([O:10][CH2:11][CH3:12])=[O:9])[N:6]=1.[Br:13][C:14]1[CH:19]=[CH:18][C:17]([S:20](Cl)(=[O:22])=[O:21])=[C:16]([CH3:24])[CH:15]=1, predict the reaction product. The product is: [Br:13][C:14]1[CH:19]=[CH:18][C:17]([S:20]([NH:1][C:2]2[S:3][CH:4]=[C:5]([CH2:7][C:8]([O:10][CH2:11][CH3:12])=[O:9])[N:6]=2)(=[O:22])=[O:21])=[C:16]([CH3:24])[CH:15]=1. (2) Given the reactants [Br:1][C:2]1[CH:7]=[CH:6][C:5]([NH2:8])=[C:4]([CH2:9]C)[C:3]=1C.[N:12]([O-])=O.[Na+].[C:16](O)(=O)[CH3:17], predict the reaction product. The product is: [Br:1][C:2]1[CH:3]=[C:4]2[C:5](=[C:6]([CH2:16][CH3:17])[CH:7]=1)[NH:8][N:12]=[CH:9]2.[Br:1][C:2]1[CH:7]=[C:6]2[C:5](=[C:4]([CH3:9])[CH:3]=1)[NH:8][N:12]=[C:16]2[CH3:17]. (3) Given the reactants [C:1]([O:5][C:6](=[O:15])[NH:7][C@@H:8]([CH2:13][CH3:14])[CH2:9][N:10]=[N+]=[N-])([CH3:4])([CH3:3])[CH3:2], predict the reaction product. The product is: [C:1]([O:5][C:6](=[O:15])[NH:7][C@@H:8]([CH2:13][CH3:14])[CH2:9][NH2:10])([CH3:4])([CH3:3])[CH3:2].